From a dataset of Reaction yield outcomes from USPTO patents with 853,638 reactions. Predict the reaction yield, written as a fraction of the theoretical maximum amount of product (1.0 means a 100% yield; for example, 0.34 means a 34% yield). The reactants are CC(C)(S([NH:6][CH:7]([C:22]1[O:23][C:24]([CH3:27])=[CH:25][CH:26]=1)[C:8]12[N:14]([C:15]([O:17][C:18]([CH3:21])([CH3:20])[CH3:19])=[O:16])[CH:11]([CH2:12][CH2:13]1)[CH2:10][CH2:9]2)=O)C.Cl.O1CCOCC1.[NH4+].[OH-].[Na+].[Cl-]. The catalyst is CO.CCOC(C)=O.O. The product is [NH2:6][CH:7]([C:22]1[O:23][C:24]([CH3:27])=[CH:25][CH:26]=1)[C:8]12[N:14]([C:15]([O:17][C:18]([CH3:19])([CH3:20])[CH3:21])=[O:16])[CH:11]([CH2:10][CH2:9]1)[CH2:12][CH2:13]2. The yield is 0.870.